From a dataset of NCI-60 drug combinations with 297,098 pairs across 59 cell lines. Regression. Given two drug SMILES strings and cell line genomic features, predict the synergy score measuring deviation from expected non-interaction effect. (1) Drug 1: CC1C(C(=O)NC(C(=O)N2CCCC2C(=O)N(CC(=O)N(C(C(=O)O1)C(C)C)C)C)C(C)C)NC(=O)C3=C4C(=C(C=C3)C)OC5=C(C(=O)C(=C(C5=N4)C(=O)NC6C(OC(=O)C(N(C(=O)CN(C(=O)C7CCCN7C(=O)C(NC6=O)C(C)C)C)C)C(C)C)C)N)C. Drug 2: CC(C)(C#N)C1=CC(=CC(=C1)CN2C=NC=N2)C(C)(C)C#N. Cell line: A549. Synergy scores: CSS=-6.76, Synergy_ZIP=2.70, Synergy_Bliss=2.01, Synergy_Loewe=-3.92, Synergy_HSA=-3.30. (2) Drug 1: CN1C2=C(C=C(C=C2)N(CCCl)CCCl)N=C1CCCC(=O)O.Cl. Drug 2: C1=NC2=C(N1)C(=S)N=CN2. Cell line: A498. Synergy scores: CSS=3.38, Synergy_ZIP=-3.83, Synergy_Bliss=-2.39, Synergy_Loewe=-19.5, Synergy_HSA=-5.38. (3) Drug 1: CN1CCC(CC1)COC2=C(C=C3C(=C2)N=CN=C3NC4=C(C=C(C=C4)Br)F)OC. Drug 2: CC1C(C(CC(O1)OC2CC(CC3=C2C(=C4C(=C3O)C(=O)C5=C(C4=O)C(=CC=C5)OC)O)(C(=O)C)O)N)O.Cl. Cell line: SK-MEL-28. Synergy scores: CSS=31.2, Synergy_ZIP=-2.18, Synergy_Bliss=6.21, Synergy_Loewe=-9.07, Synergy_HSA=2.45. (4) Cell line: NCIH23. Synergy scores: CSS=57.7, Synergy_ZIP=8.22, Synergy_Bliss=6.62, Synergy_Loewe=7.21, Synergy_HSA=9.55. Drug 1: CC1=C2C(C(=O)C3(C(CC4C(C3C(C(C2(C)C)(CC1OC(=O)C(C(C5=CC=CC=C5)NC(=O)OC(C)(C)C)O)O)OC(=O)C6=CC=CC=C6)(CO4)OC(=O)C)OC)C)OC. Drug 2: B(C(CC(C)C)NC(=O)C(CC1=CC=CC=C1)NC(=O)C2=NC=CN=C2)(O)O. (5) Drug 1: CC1=C(C(=CC=C1)Cl)NC(=O)C2=CN=C(S2)NC3=CC(=NC(=N3)C)N4CCN(CC4)CCO. Drug 2: C1CCC(C(C1)N)N.C(=O)(C(=O)[O-])[O-].[Pt+4]. Cell line: MALME-3M. Synergy scores: CSS=6.29, Synergy_ZIP=-5.02, Synergy_Bliss=-4.80, Synergy_Loewe=-5.69, Synergy_HSA=-5.38. (6) Drug 2: C1CCC(CC1)NC(=O)N(CCCl)N=O. Cell line: EKVX. Drug 1: CCC1=CC2CC(C3=C(CN(C2)C1)C4=CC=CC=C4N3)(C5=C(C=C6C(=C5)C78CCN9C7C(C=CC9)(C(C(C8N6C)(C(=O)OC)O)OC(=O)C)CC)OC)C(=O)OC.C(C(C(=O)O)O)(C(=O)O)O. Synergy scores: CSS=22.1, Synergy_ZIP=-6.04, Synergy_Bliss=-7.51, Synergy_Loewe=-18.3, Synergy_HSA=-5.80.